From a dataset of NCI-60 drug combinations with 297,098 pairs across 59 cell lines. Regression. Given two drug SMILES strings and cell line genomic features, predict the synergy score measuring deviation from expected non-interaction effect. (1) Drug 1: C1=C(C(=O)NC(=O)N1)F. Drug 2: C1CC(CNC1)C2=CC=C(C=C2)N3C=C4C=CC=C(C4=N3)C(=O)N. Cell line: T-47D. Synergy scores: CSS=17.8, Synergy_ZIP=-6.65, Synergy_Bliss=-4.13, Synergy_Loewe=2.65, Synergy_HSA=3.70. (2) Drug 1: CC1C(C(CC(O1)OC2CC(OC(C2O)C)OC3=CC4=CC5=C(C(=O)C(C(C5)C(C(=O)C(C(C)O)O)OC)OC6CC(C(C(O6)C)O)OC7CC(C(C(O7)C)O)OC8CC(C(C(O8)C)O)(C)O)C(=C4C(=C3C)O)O)O)O. Drug 2: CC1CCC2CC(C(=CC=CC=CC(CC(C(=O)C(C(C(=CC(C(=O)CC(OC(=O)C3CCCCN3C(=O)C(=O)C1(O2)O)C(C)CC4CCC(C(C4)OC)O)C)C)O)OC)C)C)C)OC. Cell line: DU-145. Synergy scores: CSS=57.4, Synergy_ZIP=-5.66, Synergy_Bliss=-9.40, Synergy_Loewe=-3.36, Synergy_HSA=-4.80. (3) Drug 1: CCC1(CC2CC(C3=C(CCN(C2)C1)C4=CC=CC=C4N3)(C5=C(C=C6C(=C5)C78CCN9C7C(C=CC9)(C(C(C8N6C)(C(=O)OC)O)OC(=O)C)CC)OC)C(=O)OC)O.OS(=O)(=O)O. Drug 2: C1=NC2=C(N1)C(=S)N=CN2. Cell line: MDA-MB-231. Synergy scores: CSS=54.0, Synergy_ZIP=-6.31, Synergy_Bliss=-2.99, Synergy_Loewe=-2.82, Synergy_HSA=-0.779. (4) Drug 1: C1=CC=C(C=C1)NC(=O)CCCCCCC(=O)NO. Drug 2: CC1=C(C(=O)C2=C(C1=O)N3CC4C(C3(C2COC(=O)N)OC)N4)N. Cell line: SW-620. Synergy scores: CSS=45.9, Synergy_ZIP=-4.83, Synergy_Bliss=-2.63, Synergy_Loewe=-4.99, Synergy_HSA=1.75. (5) Drug 1: CN(CCCl)CCCl.Cl. Drug 2: C1CNP(=O)(OC1)N(CCCl)CCCl. Cell line: SK-MEL-28. Synergy scores: CSS=5.25, Synergy_ZIP=-2.38, Synergy_Bliss=-1.46, Synergy_Loewe=-2.26, Synergy_HSA=-2.18. (6) Drug 1: CCC1(C2=C(COC1=O)C(=O)N3CC4=CC5=C(C=CC(=C5CN(C)C)O)N=C4C3=C2)O.Cl. Drug 2: CC1C(C(CC(O1)OC2CC(CC3=C2C(=C4C(=C3O)C(=O)C5=CC=CC=C5C4=O)O)(C(=O)C)O)N)O. Cell line: NCI-H322M. Synergy scores: CSS=41.1, Synergy_ZIP=-2.94, Synergy_Bliss=-1.47, Synergy_Loewe=-2.31, Synergy_HSA=-1.33. (7) Drug 1: CC(C)NC(=O)C1=CC=C(C=C1)CNNC.Cl. Drug 2: C(CN)CNCCSP(=O)(O)O. Cell line: CCRF-CEM. Synergy scores: CSS=2.65, Synergy_ZIP=2.24, Synergy_Bliss=4.00, Synergy_Loewe=5.16, Synergy_HSA=4.38. (8) Drug 1: CC1C(C(CC(O1)OC2CC(CC3=C2C(=C4C(=C3O)C(=O)C5=C(C4=O)C(=CC=C5)OC)O)(C(=O)C)O)N)O.Cl. Drug 2: C1=CC(=CC=C1CC(C(=O)O)N)N(CCCl)CCCl.Cl. Cell line: MALME-3M. Synergy scores: CSS=29.8, Synergy_ZIP=-5.02, Synergy_Bliss=7.38, Synergy_Loewe=-4.28, Synergy_HSA=5.95. (9) Drug 1: CCCCCOC(=O)NC1=NC(=O)N(C=C1F)C2C(C(C(O2)C)O)O. Drug 2: CC1=C2C(C(=O)C3(C(CC4C(C3C(C(C2(C)C)(CC1OC(=O)C(C(C5=CC=CC=C5)NC(=O)C6=CC=CC=C6)O)O)OC(=O)C7=CC=CC=C7)(CO4)OC(=O)C)O)C)OC(=O)C. Cell line: NCI-H226. Synergy scores: CSS=13.4, Synergy_ZIP=-5.32, Synergy_Bliss=3.06, Synergy_Loewe=-16.8, Synergy_HSA=2.65. (10) Drug 1: CC1C(C(CC(O1)OC2CC(CC3=C2C(=C4C(=C3O)C(=O)C5=C(C4=O)C(=CC=C5)OC)O)(C(=O)CO)O)N)O.Cl. Drug 2: COC1=C(C=C2C(=C1)N=CN=C2NC3=CC(=C(C=C3)F)Cl)OCCCN4CCOCC4. Cell line: MOLT-4. Synergy scores: CSS=10.7, Synergy_ZIP=-1.34, Synergy_Bliss=2.06, Synergy_Loewe=3.92, Synergy_HSA=4.10.